This data is from Reaction yield outcomes from USPTO patents with 853,638 reactions. The task is: Predict the reaction yield, written as a fraction of the theoretical maximum amount of product (1.0 means a 100% yield; for example, 0.34 means a 34% yield). (1) The yield is 0.540. The reactants are [CH3:1][O:2][C:3]1[CH:8]=[CH:7][C:6]([C:9]#[C:10][C:11]2[CH:18]=[CH:17][C:14]([CH:15]=O)=[CH:13][CH:12]=2)=[CH:5][CH:4]=1.[NH2:19][C:20]1[CH:21]=[CH:22][C:23]2[O:28][C:27]([CH3:30])([CH3:29])[O:26][C:25](=[O:31])[C:24]=2[CH:32]=1. No catalyst specified. The product is [CH3:1][O:2][C:3]1[CH:8]=[CH:7][C:6]([C:9]#[C:10][C:11]2[CH:18]=[CH:17][C:14]([CH2:15][NH:19][C:20]3[CH:21]=[CH:22][C:23]4[O:28][C:27]([CH3:29])([CH3:30])[O:26][C:25](=[O:31])[C:24]=4[CH:32]=3)=[CH:13][CH:12]=2)=[CH:5][CH:4]=1. (2) The reactants are [F:1][C:2]1[CH:3]=[C:4]([CH:8]([OH:25])[CH2:9][O:10][C:11]2[CH:24]=[CH:23][C:14]([CH:15]=[C:16]3[S:20][C:19](=[O:21])[NH:18][C:17]3=[O:22])=[CH:13][CH:12]=2)[CH:5]=[CH:6][CH:7]=1.N1C=CC=CC=1C1C=CC=CN=1.[BH4-].[Na+].[BH4-]. The catalyst is C1COCC1.O.[Co](Cl)Cl.CC(O)=O. The product is [F:1][C:2]1[CH:3]=[C:4]([CH:8]([OH:25])[CH2:9][O:10][C:11]2[CH:24]=[CH:23][C:14]([CH2:15][CH:16]3[S:20][C:19](=[O:21])[NH:18][C:17]3=[O:22])=[CH:13][CH:12]=2)[CH:5]=[CH:6][CH:7]=1. The yield is 0.720. (3) The reactants are C(=O)([O-])[O-].[K+].[K+].Cl.[CH2:8]([NH2:12])[CH2:9][C:10]#[CH:11].[Cl:13][C:14]1[CH:15]=[C:16]([CH2:21][S:22](Cl)(=[O:24])=[O:23])[CH:17]=[CH:18][C:19]=1[Cl:20]. The catalyst is O.C1COCC1. The product is [CH2:8]([NH:12][S:22]([CH2:21][C:16]1[CH:17]=[CH:18][C:19]([Cl:20])=[C:14]([Cl:13])[CH:15]=1)(=[O:24])=[O:23])[CH2:9][C:10]#[CH:11]. The yield is 0.710. (4) The reactants are [C:1]([C:3]1[CH:4]=[CH:5][C:6]([N:32]2[CH2:37][CH2:36][CH2:35][C@@H:34]([NH:38][C:39]([C:41]3[S:42][CH:43]=[CH:44][N:45]=3)=[O:40])[CH2:33]2)=[C:7]2[C:11]=1[N:10](S(C1C=CC(C)=CC=1)(=O)=O)[C:9]([C:22]1[CH2:23][CH2:24][N:25]([S:28]([CH3:31])(=[O:30])=[O:29])[CH2:26][CH:27]=1)=[CH:8]2)#[N:2].[OH-:46].[Na+].OO.[NH4+].[Cl-]. The catalyst is O.C(O)CCC.CS(C)=O. The product is [C:1]([C:3]1[CH:4]=[CH:5][C:6]([N:32]2[CH2:37][CH2:36][CH2:35][C@@H:34]([NH:38][C:39]([C:41]3[S:42][CH:43]=[CH:44][N:45]=3)=[O:40])[CH2:33]2)=[C:7]2[C:11]=1[NH:10][C:9]([C:22]1[CH2:23][CH2:24][N:25]([S:28]([CH3:31])(=[O:29])=[O:30])[CH2:26][CH:27]=1)=[CH:8]2)(=[O:46])[NH2:2]. The yield is 0.530.